Task: Predict the product of the given reaction.. Dataset: Forward reaction prediction with 1.9M reactions from USPTO patents (1976-2016) (1) Given the reactants C[N:2]([C:12]1[CH:17]=[CH:16][CH:15]=[C:14]([N+:18]([O-])=O)[CH:13]=1)[C:3]([NH:5][C:6]1[CH:7]=[N:8][CH:9]=[CH:10][CH:11]=1)=[O:4], predict the reaction product. The product is: [NH2:18][C:14]1[CH:13]=[C:12]([NH:2][C:3]([NH:5][C:6]2[CH:7]=[N:8][CH:9]=[CH:10][CH:11]=2)=[O:4])[CH:17]=[CH:16][CH:15]=1. (2) Given the reactants [BH4-].[Na+].[BH4-].CO[C:6](=[O:31])[CH2:7][CH:8]1[C:29](=[O:30])[C:28]2[C:23](=[CH:24][CH:25]=[CH:26][CH:27]=2)[C:10]2([CH2:15][CH2:14][N:13]([C:16]([O:18][C:19]([CH3:22])([CH3:21])[CH3:20])=[O:17])[CH2:12][CH2:11]2)[CH2:9]1, predict the reaction product. The product is: [O:31]=[C:6]1[O:30][CH:29]2[C:28]3[C:23]([C:10]4([CH2:9][CH:8]2[CH2:7]1)[CH2:15][CH2:14][N:13]([C:16]([O:18][C:19]([CH3:20])([CH3:22])[CH3:21])=[O:17])[CH2:12][CH2:11]4)=[CH:24][CH:25]=[CH:26][CH:27]=3. (3) Given the reactants [N+:1]([C:4]1[CH:5]=[C:6]([C:13]([O:15]C)=[O:14])[C:7]2[CH:8]=[N:9][NH:10][C:11]=2[CH:12]=1)([O-:3])=[O:2].[OH-].[Na+].Cl, predict the reaction product. The product is: [N+:1]([C:4]1[CH:5]=[C:6]([C:13]([OH:15])=[O:14])[C:7]2[CH:8]=[N:9][NH:10][C:11]=2[CH:12]=1)([O-:3])=[O:2]. (4) Given the reactants [OH:1][C:2]1[CH:3]=[C:4]([C:11]([OH:13])=O)[C:5](=[CH:9][CH:10]=1)[C:6]([OH:8])=O.Cl.[CH2:15]([O:17][C:18](=[O:21])[CH2:19][NH2:20])[CH3:16], predict the reaction product. The product is: [CH2:15]([O:17][C:18](=[O:21])[CH2:19][N:20]1[C:11](=[O:13])[C:4]2[C:5](=[CH:9][CH:10]=[C:2]([OH:1])[CH:3]=2)[C:6]1=[O:8])[CH3:16].